This data is from Forward reaction prediction with 1.9M reactions from USPTO patents (1976-2016). The task is: Predict the product of the given reaction. (1) Given the reactants Br[C:2]1[CH:3]=[CH:4][C:5]([N+:15]([O-:17])=[O:16])=[C:6]([NH:8][C:9]2[CH:14]=[CH:13][CH:12]=[CH:11][CH:10]=2)[CH:7]=1.[CH3:18][N:19]1[CH2:24][CH2:23][NH:22][CH2:21][CH2:20]1, predict the reaction product. The product is: [CH3:18][N:19]1[CH2:24][CH2:23][N:22]([C:2]2[CH:3]=[CH:4][C:5]([N+:15]([O-:17])=[O:16])=[C:6]([NH:8][C:9]3[CH:14]=[CH:13][CH:12]=[CH:11][CH:10]=3)[CH:7]=2)[CH2:21][CH2:20]1. (2) Given the reactants [OH:1][C:2]1[CH:11]=[C:10]2[C:5]([C:6]([Br:16])=[N:7][N:8]([CH:13]([CH3:15])[CH3:14])[C:9]2=[O:12])=[CH:4][CH:3]=1.[C:17]([O-])([O-])=O.[K+].[K+].CI, predict the reaction product. The product is: [CH3:17][O:1][C:2]1[CH:11]=[C:10]2[C:5]([C:6]([Br:16])=[N:7][N:8]([CH:13]([CH3:14])[CH3:15])[C:9]2=[O:12])=[CH:4][CH:3]=1. (3) Given the reactants Cl.[CH3:2][O:3][C:4]1[CH:5]=[C:6]([C:12]2[C:13]([CH3:25])([CH3:24])[C:14](=[O:23])[N:15]([CH:17]3[CH2:22][CH2:21][NH:20][CH2:19][CH2:18]3)[N:16]=2)[CH:7]=[CH:8][C:9]=1[O:10][CH3:11].[F:26][C:27]1[CH:35]=[CH:34][C:33]([O:36][CH2:37][O:38][CH3:39])=[CH:32][C:28]=1[C:29](O)=[O:30].C1C=CC2N(O)N=NC=2C=1.Cl, predict the reaction product. The product is: [CH3:2][O:3][C:4]1[CH:5]=[C:6]([C:12]2[C:13]([CH3:25])([CH3:24])[C:14](=[O:23])[N:15]([CH:17]3[CH2:22][CH2:21][N:20]([C:29]([C:28]4[CH:32]=[C:33]([O:36][CH2:37][O:38][CH3:39])[CH:34]=[CH:35][C:27]=4[F:26])=[O:30])[CH2:19][CH2:18]3)[N:16]=2)[CH:7]=[CH:8][C:9]=1[O:10][CH3:11].